Dataset: Catalyst prediction with 721,799 reactions and 888 catalyst types from USPTO. Task: Predict which catalyst facilitates the given reaction. Reactant: C[O:2][C:3](=[O:20])[C:4]1[CH:9]=[C:8]([C:10]#[C:11][Si](C)(C)C)[CH:7]=[CH:6][C:5]=1[O:16][CH:17]([CH3:19])[CH3:18]. Product: [C:10]([C:8]1[CH:7]=[CH:6][C:5]([O:16][CH:17]([CH3:19])[CH3:18])=[C:4]([CH:9]=1)[C:3]([OH:20])=[O:2])#[CH:11]. The catalyst class is: 500.